Dataset: Catalyst prediction with 721,799 reactions and 888 catalyst types from USPTO. Task: Predict which catalyst facilitates the given reaction. (1) Reactant: [H-].[Na+].[Br:3][C:4]1[CH:9]=[C:8]([N+:10]([O-:12])=[O:11])[CH:7]=[CH:6][C:5]=1[OH:13].Cl[CH2:15][O:16][CH3:17]. Product: [Br:3][C:4]1[CH:9]=[C:8]([N+:10]([O-:12])=[O:11])[CH:7]=[CH:6][C:5]=1[O:13][CH2:15][O:16][CH3:17]. The catalyst class is: 7. (2) Reactant: [NH:1]([C:3]1[N:8]=[CH:7][CH:6]=[CH:5][N:4]=1)[NH2:2].C(N(CC)CC)C.C[O:17][C:18](=O)[N:19]=[C:20](SC)[C:21]([C:35]1[CH:36]=[C:37]([O:44][CH3:45])[C:38]2[O:42][CH2:41][CH2:40][C:39]=2[CH:43]=1)=[N:22][C:23]1[CH:28]=[CH:27][C:26]([C:29]2[N:33]=[C:32]([CH3:34])[O:31][N:30]=2)=[CH:25][CH:24]=1. Product: [CH3:45][O:44][C:37]1[C:38]2[O:42][CH2:41][CH2:40][C:39]=2[CH:43]=[C:35]([CH:21]([NH:22][C:23]2[CH:28]=[CH:27][C:26]([C:29]3[N:33]=[C:32]([CH3:34])[O:31][N:30]=3)=[CH:25][CH:24]=2)[C:20]2[NH:19][C:18](=[O:17])[N:1]([C:3]3[N:8]=[CH:7][CH:6]=[CH:5][N:4]=3)[N:2]=2)[CH:36]=1. The catalyst class is: 3. (3) Product: [CH3:1][NH:2][CH2:3][CH2:4][C@H:5]([O:11][C:12]1[C:21]2[C:16](=[CH:17][CH:18]=[CH:19][CH:20]=2)[CH:15]=[CH:14][CH:13]=1)[C:6]1[S:10][CH:9]=[CH:8][CH:7]=1.[ClH:22]. Reactant: [CH3:1][NH:2][CH2:3][CH2:4][C@H:5]([O:11][C:12]1[C:21]2[C:16](=[CH:17][CH:18]=[CH:19][CH:20]=2)[CH:15]=[CH:14][CH:13]=1)[C:6]1[S:10][CH:9]=[CH:8][CH:7]=1.[ClH:22]. The catalyst class is: 11. (4) Reactant: [BH4-].[Na+].[O:3]=[C:4]([CH2:16][CH2:17][CH2:18][CH2:19][CH2:20][C:21]([CH3:26])([CH3:25])[C:22]([OH:24])=[O:23])[CH2:5][CH2:6][CH2:7][CH2:8][CH2:9][C:10]([CH3:15])([CH3:14])[C:11]([OH:13])=[O:12].C(OCC)(=O)C.Cl. Product: [OH:3][CH:4]([CH2:16][CH2:17][CH2:18][CH2:19][CH2:20][C:21]([CH3:26])([CH3:25])[C:22]([OH:24])=[O:23])[CH2:5][CH2:6][CH2:7][CH2:8][CH2:9][C:10]([CH3:15])([CH3:14])[C:11]([OH:13])=[O:12]. The catalyst class is: 24. (5) Reactant: [CH3:1][O:2][C:3](=[O:12])[C:4]1[CH:9]=[C:8]([Br:10])[CH:7]=[CH:6][C:5]=1[OH:11].[CH2:13]([O:15][C:16](=[O:20])[CH:17](Br)[CH3:18])[CH3:14].C(=O)([O-])[O-].[K+].[K+]. Product: [CH3:1][O:2][C:3](=[O:12])[C:4]1[CH:9]=[C:8]([Br:10])[CH:7]=[CH:6][C:5]=1[O:11][CH:17]([C:16]([O:15][CH2:13][CH3:14])=[O:20])[CH3:18]. The catalyst class is: 21. (6) Reactant: [OH:1][C:2]1[CH:3]=[C:4]([NH:8][C:9]2[CH:21]=[C:20]([N:22]3[C:30]4[C:25](=[CH:26][CH:27]=[CH:28][CH:29]=4)[CH2:24][CH2:23]3)[CH:19]=[CH:18][C:10]=2[C:11]([O:13]C(C)(C)C)=[O:12])[CH:5]=[CH:6][CH:7]=1. Product: [OH:1][C:2]1[CH:3]=[C:4]([NH:8][C:9]2[CH:21]=[C:20]([N:22]3[C:30]4[C:25](=[CH:26][CH:27]=[CH:28][CH:29]=4)[CH2:24][CH2:23]3)[CH:19]=[CH:18][C:10]=2[C:11]([OH:13])=[O:12])[CH:5]=[CH:6][CH:7]=1. The catalyst class is: 55. (7) Reactant: [OH:1][C:2]1[CH:16]=[CH:15][C:14](B2OC(C)(C)C(C)(C)O2)=[CH:13][C:3]=1[CH2:4][NH:5][C:6](=[O:12])[O:7][C:8]([CH3:11])([CH3:10])[CH3:9].Br[C:27]1[CH:28]=[C:29]([C:34]([F:37])=[CH:35][CH:36]=1)[C:30]([O:32][CH3:33])=[O:31].C(=O)([O-])[O-].[K+].[K+]. Product: [C:8]([O:7][C:6]([NH:5][CH2:4][C:3]1[CH:13]=[C:14]([C:27]2[CH:28]=[C:29]([C:34]([F:37])=[CH:35][CH:36]=2)[C:30]([O:32][CH3:33])=[O:31])[CH:15]=[CH:16][C:2]=1[OH:1])=[O:12])([CH3:9])([CH3:10])[CH3:11]. The catalyst class is: 216. (8) Reactant: [Cl:1][C:2]1[C:7]([Cl:8])=[CH:6][CH:5]=[CH:4][C:3]=1[S:9]([CH2:12][NH:13][CH2:14][CH2:15][C:16]([O:18]C(C)(C)C)=[O:17])(=[O:11])=[O:10].FC(F)(F)C(O)=O. Product: [Cl:1][C:2]1[C:7]([Cl:8])=[CH:6][CH:5]=[CH:4][C:3]=1[S:9]([CH2:12][NH:13][CH2:14][CH2:15][C:16]([OH:18])=[O:17])(=[O:11])=[O:10]. The catalyst class is: 7. (9) Reactant: [CH2:1]([N:8]1[CH:13]=[CH:12][C:11]([O:14]C)=[CH:10][C:9]1=[O:16])[C:2]1[CH:7]=[CH:6][CH:5]=[CH:4][CH:3]=1.Br. The catalyst class is: 52. Product: [CH2:1]([N:8]1[CH:13]=[CH:12][C:11]([OH:14])=[CH:10][C:9]1=[O:16])[C:2]1[CH:3]=[CH:4][CH:5]=[CH:6][CH:7]=1.